The task is: Predict which catalyst facilitates the given reaction.. This data is from Catalyst prediction with 721,799 reactions and 888 catalyst types from USPTO. (1) Reactant: [Br:1][C:2]1[CH:3]=[C:4]([CH:17]=[CH:18][CH:19]=1)[O:5][CH:6]([C:8]1[CH:16]=[CH:15][C:11]([C:12]([OH:14])=O)=[CH:10][CH:9]=1)[CH3:7].Cl.C(N=C=NCCCN(C)C)C.ON1C2C=CC=CC=2N=N1.C(N(CC)CC)C.[NH2:49][CH2:50][C:51]1[C:52]([OH:59])=[N:53][C:54]([CH3:58])=[CH:55][C:56]=1[CH3:57]. Product: [Br:1][C:2]1[CH:3]=[C:4]([CH:17]=[CH:18][CH:19]=1)[O:5][CH:6]([C:8]1[CH:9]=[CH:10][C:11]([C:12]([NH:49][CH2:50][C:51]2[C:52]([OH:59])=[N:53][C:54]([CH3:58])=[CH:55][C:56]=2[CH3:57])=[O:14])=[CH:15][CH:16]=1)[CH3:7]. The catalyst class is: 4. (2) Reactant: [F:1][C:2]1[CH:7]=[CH:6][C:5]([C:8]2[O:9][C:10]3[CH:20]=[CH:19][C:18]([C:21]4[CH:22]=[C:23]([CH:27]=[CH:28][C:29]=4[CH3:30])[C:24](O)=[O:25])=[CH:17][C:11]=3[C:12]=2[C:13](=[O:16])[NH:14][CH3:15])=[CH:4][CH:3]=1.[N:31]1[CH:36]=[CH:35][N:34]=[CH:33][C:32]=1[C:37]1([NH2:40])[CH2:39][CH2:38]1.CCN=C=NCCCN(C)C.Cl.C1C=CC2N(O)N=NC=2C=1. Product: [F:1][C:2]1[CH:3]=[CH:4][C:5]([C:8]2[O:9][C:10]3[CH:20]=[CH:19][C:18]([C:21]4[CH:22]=[C:23]([C:24](=[O:25])[NH:40][C:37]5([C:32]6[CH:33]=[N:34][CH:35]=[CH:36][N:31]=6)[CH2:39][CH2:38]5)[CH:27]=[CH:28][C:29]=4[CH3:30])=[CH:17][C:11]=3[C:12]=2[C:13]([NH:14][CH3:15])=[O:16])=[CH:6][CH:7]=1. The catalyst class is: 46. (3) Reactant: [NH2:1][C@@H:2]1[CH2:7][CH2:6][C@H:5]([N:8]2[C:13](=[O:14])[C:12]3[CH:15]=[C:16]([F:19])[CH:17]=[N:18][C:11]=3[N:10]([C:20]3[CH:21]=[C:22]([C:26]4[CH:31]=[CH:30][C:29]([OH:32])=[CH:28][C:27]=4[CH2:33][N:34]4[CH2:39][CH2:38][O:37][CH2:36][CH2:35]4)[CH:23]=[CH:24][CH:25]=3)[C:9]2=[O:40])[CH2:4][CH2:3]1.[CH3:41][N:42]1[CH:46]=[C:45]([CH:47]=O)[C:44]([C:49]2[CH:54]=[CH:53][CH:52]=[CH:51][CH:50]=2)=[N:43]1.CN1C(=O)CCC1.C(O[BH-](OC(=O)C)OC(=O)C)(=O)C.[Na+]. Product: [F:19][C:16]1[CH:17]=[N:18][C:11]2[N:10]([C:20]3[CH:21]=[C:22]([C:26]4[CH:31]=[CH:30][C:29]([OH:32])=[CH:28][C:27]=4[CH2:33][N:34]4[CH2:39][CH2:38][O:37][CH2:36][CH2:35]4)[CH:23]=[CH:24][CH:25]=3)[C:9](=[O:40])[N:8]([C@H:5]3[CH2:6][CH2:7][C@@H:2]([NH:1][CH2:47][C:45]4[C:44]([C:49]5[CH:54]=[CH:53][CH:52]=[CH:51][CH:50]=5)=[N:43][N:42]([CH3:41])[CH:46]=4)[CH2:3][CH2:4]3)[C:13](=[O:14])[C:12]=2[CH:15]=1. The catalyst class is: 525. (4) Reactant: [Br:1][C:2]1[CH:3]=[CH:4][C:5]2[C:9]([C:10]([O:12][CH2:13][CH3:14])=[O:11])=[C:8]([NH:15][C:16]3[CH:21]=[C:20]([F:22])[CH:19]=[CH:18][C:17]=3[N+:23]([O-])=O)[S:7][C:6]=2[CH:26]=1.[H][H]. Product: [Br:1][C:2]1[CH:3]=[CH:4][C:5]2[C:9]([C:10]([O:12][CH2:13][CH3:14])=[O:11])=[C:8]([NH:15][C:16]3[CH:21]=[C:20]([F:22])[CH:19]=[CH:18][C:17]=3[NH2:23])[S:7][C:6]=2[CH:26]=1. The catalyst class is: 849. (5) Reactant: [CH2:1]([S:8][CH2:9][C:10]1[NH:11][C:12]2[C:17]([C:18](=[O:21])[C:19]=1[CH3:20])=[CH:16][CH:15]=[CH:14][CH:13]=2)[CH2:2][CH2:3][CH2:4][CH2:5][CH2:6][CH3:7].ClC1C=CC=C(C(OO)=[O:30])C=1.[OH-:33].[Na+]. Product: [CH2:1]([S:8]([CH2:9][C:10]1[NH:11][C:12]2[C:17]([C:18](=[O:21])[C:19]=1[CH3:20])=[CH:16][CH:15]=[CH:14][CH:13]=2)(=[O:30])=[O:33])[CH2:2][CH2:3][CH2:4][CH2:5][CH2:6][CH3:7]. The catalyst class is: 22. (6) Reactant: [CH2:1]([O:8][C:9]([NH:11][C@@H]1[C@H](C(O)=O)CC=CC1)=[O:10])[C:2]1[CH:7]=[CH:6][CH:5]=[CH:4][CH:3]=1.C1N=CN(C(N2C=NC=C2)=O)C=1.O. Product: [CH2:1]([O:8][C:9](=[O:10])[NH2:11])[C:2]1[CH:7]=[CH:6][CH:5]=[CH:4][CH:3]=1. The catalyst class is: 2.